From a dataset of Reaction yield outcomes from USPTO patents with 853,638 reactions. Predict the reaction yield, written as a fraction of the theoretical maximum amount of product (1.0 means a 100% yield; for example, 0.34 means a 34% yield). The reactants are Cl[C:2]1[C:11]2[C:6](=[CH:7][C:8]([O:14][CH3:15])=[C:9]([O:12][CH3:13])[CH:10]=2)[N:5]=[CH:4][N:3]=1.[C:16]([O:24][C:25]1[CH:30]=[CH:29][C:28]([OH:31])=[CH:27][CH:26]=1)(=[O:23])[C:17]1[CH:22]=[CH:21][CH:20]=[CH:19][CH:18]=1.C(=O)([O-])O.[Na+]. The catalyst is ClC1C=CC=CC=1. The product is [C:16]([O:24][C:25]1[CH:26]=[CH:27][C:28]([O:31][C:2]2[C:11]3[C:6](=[CH:7][C:8]([O:14][CH3:15])=[C:9]([O:12][CH3:13])[CH:10]=3)[N:5]=[CH:4][N:3]=2)=[CH:29][CH:30]=1)(=[O:23])[C:17]1[CH:18]=[CH:19][CH:20]=[CH:21][CH:22]=1. The yield is 0.780.